From a dataset of Reaction yield outcomes from USPTO patents with 853,638 reactions. Predict the reaction yield, written as a fraction of the theoretical maximum amount of product (1.0 means a 100% yield; for example, 0.34 means a 34% yield). (1) The reactants are [Cl:1][C:2]1[CH:7]=[C:6]([Cl:8])[C:5]([O:9][CH3:10])=[CH:4][C:3]=1[NH:11][C:12]1[C:21]2[C:16](=[CH:17][C:18]([C:24]3[CH:28]=[C:27]([CH:29]=O)[O:26][CH:25]=3)=[C:19]([O:22][CH3:23])[CH:20]=2)[N:15]=[CH:14][C:13]=1[C:31]#[N:32].[CH3:33][N:34]1[CH2:39][CH2:38][NH:37][CH2:36][CH2:35]1.C(O[BH-](OC(=O)C)OC(=O)C)(=O)C.[Na+]. The catalyst is ClCCl.CN(C)C=O.C(O)(=O)C. The product is [Cl:1][C:2]1[CH:7]=[C:6]([Cl:8])[C:5]([O:9][CH3:10])=[CH:4][C:3]=1[NH:11][C:12]1[C:21]2[C:16](=[CH:17][C:18]([C:24]3[CH:28]=[C:27]([CH2:29][N:37]4[CH2:38][CH2:39][N:34]([CH3:33])[CH2:35][CH2:36]4)[O:26][CH:25]=3)=[C:19]([O:22][CH3:23])[CH:20]=2)[N:15]=[CH:14][C:13]=1[C:31]#[N:32]. The yield is 0.510. (2) The reactants are C(Cl)Cl.Br[C:5]1[CH:6]=[CH:7][C:8]2[O:17][CH2:16][CH2:15][C:14]3[S:13][C:12]([C:18]4[N:19]([CH:23]([CH3:25])[CH3:24])[N:20]=[CH:21][N:22]=4)=[N:11][C:10]=3[C:9]=2[CH:26]=1.[Br-].[CH:28]1([Zn+])[CH2:32][CH2:31][CH2:30][CH2:29]1. The catalyst is CC(N(C)C)=O.CCOC(C)=O.Cl.C1(P(C2C=CC=CC=2)[C-]2C=CC=C2)C=CC=CC=1.[C-]1(P(C2C=CC=CC=2)C2C=CC=CC=2)C=CC=C1.[Fe+2].[Cu]I. The product is [CH:28]1([C:5]2[CH:6]=[CH:7][C:8]3[O:17][CH2:16][CH2:15][C:14]4[S:13][C:12]([C:18]5[N:19]([CH:23]([CH3:25])[CH3:24])[N:20]=[CH:21][N:22]=5)=[N:11][C:10]=4[C:9]=3[CH:26]=2)[CH2:32][CH2:31][CH2:30][CH2:29]1. The yield is 0.100. (3) The reactants are [NH2:1][C:2]1[CH:10]=[CH:9][C:5]([C:6]([OH:8])=[O:7])=[C:4]([Cl:11])[CH:3]=1.[C:12]([O:16]NC1C=CC(C(O)=O)=CC=1C)([CH3:15])([CH3:14])[CH3:13]. No catalyst specified. The product is [C:12]([O:16][NH:1][C:2]1[CH:10]=[CH:9][C:5]([C:6]([OH:8])=[O:7])=[C:4]([Cl:11])[CH:3]=1)([CH3:15])([CH3:14])[CH3:13]. The yield is 0.790. (4) The reactants are [CH2:1](I)[CH3:2].C([O-])([O-])=O.[K+].[K+].[CH:10]1([CH2:13][O:14][C:15]2[C:16]([C:26]3[C:35]4[C:30](=[CH:31][CH:32]=[CH:33][CH:34]=4)[C:29](=[O:36])[N:28]([CH3:37])[CH:27]=3)=[N:17][C:18]([NH:21][S:22]([CH3:25])(=[O:24])=[O:23])=[N:19][CH:20]=2)[CH2:12][CH2:11]1. The catalyst is CC#N. The product is [CH:10]1([CH2:13][O:14][C:15]2[C:16]([C:26]3[C:35]4[C:30](=[CH:31][CH:32]=[CH:33][CH:34]=4)[C:29](=[O:36])[N:28]([CH3:37])[CH:27]=3)=[N:17][C:18]([N:21]([CH2:1][CH3:2])[S:22]([CH3:25])(=[O:24])=[O:23])=[N:19][CH:20]=2)[CH2:12][CH2:11]1. The yield is 0.152. (5) The reactants are [Si:1]([O:8][C@H:9]([CH2:18][CH2:19][O:20]CC1C=CC(OC)=CC=1)[CH2:10][CH2:11][C:12]1[CH:17]=[CH:16][CH:15]=[CH:14][CH:13]=1)([C:4]([CH3:7])([CH3:6])[CH3:5])([CH3:3])[CH3:2].C(C1C(=O)C(Cl)=C(Cl)C(=O)C=1C#N)#N.C([O-])(O)=O.[Na+]. The catalyst is ClCCl.O. The product is [Si:1]([O:8][C@@H:9]([CH2:10][CH2:11][C:12]1[CH:13]=[CH:14][CH:15]=[CH:16][CH:17]=1)[CH2:18][CH2:19][OH:20])([C:4]([CH3:7])([CH3:6])[CH3:5])([CH3:3])[CH3:2]. The yield is 0.990.